From a dataset of Forward reaction prediction with 1.9M reactions from USPTO patents (1976-2016). Predict the product of the given reaction. (1) Given the reactants [CH3:1][O:2][C:3]1[CH:8]=[CH:7][C:6]([C:9]2[N:10]=[C:11]([CH:14]3[O:19][CH2:18][CH2:17][N:16](CC4C=CC=CC=4)[CH2:15]3)[NH:12][CH:13]=2)=[CH:5][CH:4]=1.[ClH:27], predict the reaction product. The product is: [ClH:27].[CH3:1][O:2][C:3]1[CH:8]=[CH:7][C:6]([C:9]2[N:10]=[C:11]([CH:14]3[O:19][CH2:18][CH2:17][NH:16][CH2:15]3)[NH:12][CH:13]=2)=[CH:5][CH:4]=1. (2) The product is: [C:23]([O:26][CH2:27][C:28]1([CH:30]([F:32])[F:31])[O:14][N:13]=[C:12]([C:8]2[CH:9]=[C:10]3[C:5](=[CH:6][CH:7]=2)[N:4]=[CH:3][C:2]([Br:1])=[CH:11]3)[CH2:29]1)(=[O:25])[CH3:24]. Given the reactants [Br:1][C:2]1[CH:3]=[N:4][C:5]2[C:10]([CH:11]=1)=[CH:9][C:8]([CH:12]=[N:13][OH:14])=[CH:7][CH:6]=2.ClN1C(=O)CCC1=O.[C:23]([O:26][CH2:27][C:28]([CH:30]([F:32])[F:31])=[CH2:29])(=[O:25])[CH3:24].C([O-])(O)=O.[Na+], predict the reaction product. (3) The product is: [CH:1]([NH:4][C:5]1[N:6]=[N:7][C:8]([C:11]#[C:12][C:14]2[CH:15]=[C:16]([CH:36]=[CH:37][C:38]=2[CH3:39])[C:17]([NH:19][C:20]2[CH:25]=[C:24]([C:26]([F:28])([F:27])[F:29])[CH:23]=[C:22]([N:30]3[CH:34]=[C:33]([CH3:35])[N:32]=[CH:31]3)[CH:21]=2)=[O:18])=[CH:9][CH:10]=1)([CH3:3])[CH3:2]. Given the reactants [CH:1]([NH:4][C:5]1[N:6]=[N:7][C:8]([C:11]#[CH:12])=[CH:9][CH:10]=1)([CH3:3])[CH3:2].I[C:14]1[CH:15]=[C:16]([CH:36]=[CH:37][C:38]=1[CH3:39])[C:17]([NH:19][C:20]1[CH:25]=[C:24]([C:26]([F:29])([F:28])[F:27])[CH:23]=[C:22]([N:30]2[CH:34]=[C:33]([CH3:35])[N:32]=[CH:31]2)[CH:21]=1)=[O:18], predict the reaction product. (4) Given the reactants [F:1][C:2]1[CH:7]=[CH:6][CH:5]=[C:4]([F:8])[C:3]=1[N:9]1[C:14]2[N:15]=[C:16]([NH:28][CH2:29][CH2:30][N:31]([CH3:33])[CH3:32])[N:17]=[C:18]([C:19]3[CH:20]=[C:21]([CH:25]=[CH:26][CH:27]=3)[C:22](O)=[O:23])[C:13]=2[CH2:12][NH:11][C:10]1=[O:34].[S:35]1[CH:39]=[CH:38][N:37]=[C:36]1[NH2:40].CN(C(ON1N=NC2C=CC=NC1=2)=[N+](C)C)C.F[P-](F)(F)(F)(F)F.C(N(C(C)C)CC)(C)C, predict the reaction product. The product is: [F:8][C:4]1[CH:5]=[CH:6][CH:7]=[C:2]([F:1])[C:3]=1[N:9]1[C:14]2[N:15]=[C:16]([NH:28][CH2:29][CH2:30][N:31]([CH3:33])[CH3:32])[N:17]=[C:18]([C:19]3[CH:20]=[C:21]([CH:25]=[CH:26][CH:27]=3)[C:22]([NH:40][C:36]3[S:35][CH:39]=[CH:38][N:37]=3)=[O:23])[C:13]=2[CH2:12][NH:11][C:10]1=[O:34]. (5) Given the reactants [NH2:1][C:2]1[CH:10]=[CH:9][CH:8]=[C:7]2[C:3]=1[C:4]([CH2:12][C:13]([O:15]CC)=[O:14])([CH3:11])[CH2:5][NH:6]2.C1(C)C=CC(S(O)(=O)=O)=CC=1, predict the reaction product. The product is: [NH4+:1].[OH-:14].[CH3:11][C:4]12[CH2:5][NH:6][C:7]3[C:3]1=[C:2]([CH:10]=[CH:9][CH:8]=3)[NH:1][C:13](=[O:15])[CH2:12]2. (6) The product is: [CH3:25][O:18][C:17]([C:16]1[CH:20]=[C:21]([OH:24])[C:22]2[O:23][C:1]([CH3:2])=[N:13][C:14]=2[CH:15]=1)=[O:19].[O:9]1[C:10]2[CH:11]=[CH:20][CH:21]=[CH:22][C:14]=2[N:13]=[CH:1]1. Given the reactants [C:1]([O:9][CH2:10][CH3:11])(OCC)(OCC)[CH3:2].Cl.[NH2:13][C:14]1[CH:15]=[C:16]([CH:20]=[C:21]([OH:24])[C:22]=1[OH:23])[C:17]([OH:19])=[O:18].[CH3:25]CCCCC, predict the reaction product. (7) The product is: [CH2:1]([O:3][C:4]([C:6]1[C:10]2=[N:11][CH:12]=[CH:13][CH:14]=[C:9]2[NH:8][C:7]=1[NH2:16])=[O:5])[CH3:2]. Given the reactants [CH2:1]([O:3][C:4]([C:6]1[C:10]2=[N:11][CH:12]=[CH:13][CH:14]=[C:9]2[N:8](O)[C:7]=1[NH2:16])=[O:5])[CH3:2].[OH-].[K+], predict the reaction product. (8) The product is: [CH2:42]([N:44]1[C:50](=[O:51])[C:49]([CH3:53])([CH3:52])[C:48](=[O:54])[N:47]([CH3:55])[C:46]2[CH:56]=[C:57]([O:60][CH2:13][CH2:14][CH2:15][N:16]([CH2:29][CH2:30][N:31]3[CH:40]=[CH:39][C:38]4[C:33](=[CH:34][CH:35]=[CH:36][CH:37]=4)[C:32]3=[O:41])[S:17]([C:20]3[CH:25]=[CH:24][CH:23]=[CH:22][C:21]=3[N+:26]([O-:28])=[O:27])(=[O:19])=[O:18])[CH:58]=[CH:59][C:45]1=2)[CH3:43]. Given the reactants C(=O)([O-])[O-].[K+].[K+].CN(C=O)C.I[CH2:13][CH2:14][CH2:15][N:16]([CH2:29][CH2:30][N:31]1[CH:40]=[CH:39][C:38]2[C:33](=[CH:34][CH:35]=[CH:36][CH:37]=2)[C:32]1=[O:41])[S:17]([C:20]1[CH:25]=[CH:24][CH:23]=[CH:22][C:21]=1[N+:26]([O-:28])=[O:27])(=[O:19])=[O:18].[CH2:42]([N:44]1[C:50](=[O:51])[C:49]([CH3:53])([CH3:52])[C:48](=[O:54])[N:47]([CH3:55])[C:46]2[CH:56]=[C:57]([OH:60])[CH:58]=[CH:59][C:45]1=2)[CH3:43], predict the reaction product. (9) Given the reactants [O:1]1[CH2:3][CH2:2]1.[C:4]([O:11][CH3:12])(=[O:10])/[CH:5]=[CH:6]/[C:7]([O-:9])=[O:8].[Br-].C([NH3+])(C)(C)C, predict the reaction product. The product is: [C:7]([O:9][CH2:2][CH2:3][OH:1])(=[O:8])/[CH:6]=[CH:5]/[C:4]([O:11][CH3:12])=[O:10].